Task: Predict the reactants needed to synthesize the given product.. Dataset: Retrosynthesis with 50K atom-mapped reactions and 10 reaction types from USPTO (1) Given the product CC(=O)Oc1c(C)c(C)c2c(c1C)CC(C)(C=O)O2, predict the reactants needed to synthesize it. The reactants are: CC(=O)Oc1c(C)c(C)c2c(c1C)CC(C)(CO)O2. (2) Given the product O=c1cc(CNS(=O)(=O)c2ccccc2Cl)occ1O, predict the reactants needed to synthesize it. The reactants are: O=c1cc(CNS(=O)(=O)c2ccccc2)occ1O.O=c1cc(CNS(=O)(=O)c2ccccc2Cl)occ1OCc1ccccc1. (3) Given the product Nc1c(CO)sc2cnccc12, predict the reactants needed to synthesize it. The reactants are: CCOC(=O)c1sc2cnccc2c1N. (4) Given the product O=C1OC2(CCCCC2)CN1Cc1ccc(-c2ccc(COCCO)cc2)cc1, predict the reactants needed to synthesize it. The reactants are: O=CCOCc1ccc(-c2ccc(CN3CC4(CCCCC4)OC3=O)cc2)cc1. (5) Given the product CCn1cc(C(=O)O)c(=O)c2cnc(N3CCN(C(=S)Nc4cccc(C(F)(F)F)c4)CC3)nc21, predict the reactants needed to synthesize it. The reactants are: CCn1cc(C(=O)O)c(=O)c2cnc(N3CCNCC3)nc21.FC(F)(F)c1cccc(N=C=S)c1. (6) Given the product CCS(=O)(=O)N1CCC(c2c[nH]c3c(C(N)=O)cc(-c4cccc(CNC(=O)C5CCOC5)c4)cc23)CC1, predict the reactants needed to synthesize it. The reactants are: CCS(=O)(=O)N1CCC(c2c[nH]c3c(C(N)=O)cc(-c4cccc(CN)c4)cc23)CC1.O=C(O)C1CCOC1. (7) Given the product C=CC(=O)N(C)c1cccc(-n2c(=O)n(-c3ccc(C)c(OC)c3)c3c(N)ncnc32)c1, predict the reactants needed to synthesize it. The reactants are: C=CC(=O)Cl.CNc1cccc(-n2c(=O)n(-c3ccc(C)c(OC)c3)c3c(N)ncnc32)c1. (8) Given the product COC(=O)c1cc(NC(=O)c2cc3ccccc3cc2NC(=O)Nc2c(C)cc(C)cc2C)cc(C(=O)OC)c1, predict the reactants needed to synthesize it. The reactants are: COC(=O)c1cc(N)cc(C(=O)OC)c1.Cc1cc(C)c(NC(=O)Nc2cc3ccccc3cc2C(=O)O)c(C)c1.